Dataset: Full USPTO retrosynthesis dataset with 1.9M reactions from patents (1976-2016). Task: Predict the reactants needed to synthesize the given product. (1) Given the product [Br:1][C:2]1[CH:7]=[CH:6][C:5]([O:8][CH2:16][C:14]2[CH:15]=[C:10]([Cl:9])[N:11]=[C:12]([NH2:18])[N:13]=2)=[CH:4][CH:3]=1, predict the reactants needed to synthesize it. The reactants are: [Br:1][C:2]1[CH:7]=[CH:6][C:5]([OH:8])=[CH:4][CH:3]=1.[Cl:9][C:10]1[CH:15]=[C:14]([CH2:16]Cl)[N:13]=[C:12]([NH2:18])[N:11]=1.C([O-])([O-])=O.[K+].[K+]. (2) The reactants are: [O:1]1[CH2:6][CH2:5][CH2:4][CH2:3][CH:2]1[N:7]1[C:15]2[C:10](=[CH:11][C:12]([C:16]#[C:17][CH2:18][CH2:19]O)=[CH:13][CH:14]=2)[CH:9]=[N:8]1.C(N(CC)CC)C.[B-](F)(F)(F)[F:29].CCN([S+](F)F)CC.C([O-])(O)=O.[Na+]. Given the product [F:29][CH2:19][CH2:18][C:17]#[C:16][C:12]1[CH:11]=[C:10]2[C:15](=[CH:14][CH:13]=1)[N:7]([CH:2]1[CH2:3][CH2:4][CH2:5][CH2:6][O:1]1)[N:8]=[CH:9]2, predict the reactants needed to synthesize it. (3) Given the product [C:1]([O:5][C:6](=[O:7])[NH:8][CH2:9][C:10]([N:57]1[CH2:56][CH2:55][CH:54]([NH:53][C:48]2[CH:49]=[CH:50][CH:51]=[CH:52][C:47]=2[Cl:46])[CH2:59][CH2:58]1)=[O:12])([CH3:2])([CH3:3])[CH3:4], predict the reactants needed to synthesize it. The reactants are: [C:1]([O:5][C:6]([NH:8][CH2:9][C:10]([OH:12])=O)=[O:7])([CH3:4])([CH3:3])[CH3:2].CCN(C(C)C)C(C)C.C1C=CC2N(O)N=NC=2C=1.CCN=C=NCCCN(C)C.Cl.Cl.Cl.[Cl:46][C:47]1[CH:52]=[CH:51][CH:50]=[CH:49][C:48]=1[NH:53][CH:54]1[CH2:59][CH2:58][NH:57][CH2:56][CH2:55]1. (4) Given the product [C:6]([N:3]1[CH2:2][CH:5]([CH2:19][NH:18][S:14]([C:8]2[CH:13]=[CH:12][CH:11]=[CH:10][CH:9]=2)(=[O:16])=[O:15])[CH2:4]1)#[N:30], predict the reactants needed to synthesize it. The reactants are: C[CH2:2][N:3]([CH2:6]C)[CH2:4][CH3:5].[C:8]1([S:14](Cl)(=[O:16])=[O:15])[CH:13]=[CH:12][CH:11]=[CH:10][CH:9]=1.[N:18]#[C:19]N.C(O)(C(F)(F)F)=O.BrC#[N:30]. (5) Given the product [F:1][C:2]1[CH:9]=[C:8]([OH:10])[CH:7]=[C:6]([F:11])[C:3]=1[C:4]#[N:5].[NH3:5], predict the reactants needed to synthesize it. The reactants are: [F:1][C:2]1[CH:9]=[C:8]([OH:10])[CH:7]=[C:6]([F:11])[C:3]=1[C:4]#[N:5].[OH-].[Na+].